This data is from Full USPTO retrosynthesis dataset with 1.9M reactions from patents (1976-2016). The task is: Predict the reactants needed to synthesize the given product. Given the product [S:22]([N:3]1[CH2:8][CH2:7][C:6](=[O:9])[CH2:5][CH2:4]1)([C:19]1[CH:20]=[CH:21][C:16]([CH3:26])=[CH:17][CH:18]=1)(=[O:24])=[O:23], predict the reactants needed to synthesize it. The reactants are: O.Cl.[NH:3]1[CH2:8][CH2:7][C:6](=[O:9])[CH2:5][CH2:4]1.C([O-])([O-])=O.[K+].[K+].[C:16]1([CH3:26])[CH:21]=[CH:20][C:19]([S:22](Cl)(=[O:24])=[O:23])=[CH:18][CH:17]=1.